This data is from Peptide-MHC class II binding affinity with 134,281 pairs from IEDB. The task is: Regression. Given a peptide amino acid sequence and an MHC pseudo amino acid sequence, predict their binding affinity value. This is MHC class II binding data. (1) The peptide sequence is NPMVIVNAANIHLKH. The MHC is DRB1_0101 with pseudo-sequence DRB1_0101. The binding affinity (normalized) is 0.843. (2) The peptide sequence is EVELREHGSDEWVAM. The MHC is HLA-DQA10104-DQB10503 with pseudo-sequence HLA-DQA10104-DQB10503. The binding affinity (normalized) is 0.134. (3) The peptide sequence is MMMGMFNMLST. The MHC is DRB1_0101 with pseudo-sequence DRB1_0101. The binding affinity (normalized) is 0.468. (4) The peptide sequence is WFINWYLPISQLFYN. The MHC is DRB3_0101 with pseudo-sequence DRB3_0101. The binding affinity (normalized) is 0.403.